This data is from Forward reaction prediction with 1.9M reactions from USPTO patents (1976-2016). The task is: Predict the product of the given reaction. (1) Given the reactants [Br:1][C:2]1[C:3]([CH3:15])=[CH:4][C:5]2[O:10][C:9]([CH3:12])([CH3:11])[C:8](=[O:13])[NH:7][C:6]=2[CH:14]=1.[OH-].[K+].[CH2:18](I)[CH3:19], predict the reaction product. The product is: [Br:1][C:2]1[C:3]([CH3:15])=[CH:4][C:5]2[O:10][C:9]([CH3:11])([CH3:12])[C:8](=[O:13])[N:7]([CH2:18][CH3:19])[C:6]=2[CH:14]=1. (2) Given the reactants [N:1]1(C(OC(C)(C)C)=O)[CH2:6][CH2:5][C:4]2([C:14]3[C:9](=[CH:10][CH:11]=[CH:12][CH:13]=3)[CH:8]=[CH:7]2)[CH2:3][CH2:2]1.FC(F)(F)C(O)=O, predict the reaction product. The product is: [NH:1]1[CH2:6][CH2:5][C:4]2([C:14]3[C:9](=[CH:10][CH:11]=[CH:12][CH:13]=3)[CH:8]=[CH:7]2)[CH2:3][CH2:2]1. (3) Given the reactants [NH2:1][C@H:2]([C:5]([OH:7])=[O:6])[CH2:3][SH:4].[OH-].[Na+].[O:10]1[CH2:12][CH2:11]1, predict the reaction product. The product is: [NH2:1][CH:2]([CH2:3][S:4][CH2:12][CH2:11][OH:10])[C:5]([OH:7])=[O:6]. (4) Given the reactants [F:1][C:2]1[CH:3]=[CH:4][C:5](B2OC(C)(C)C(C)(C)O2)=[C:6]2[C:10]=1[C@H:9]([O:11][C:12]1[CH:25]=[CH:24][C:15]3[C@H:16]([CH2:19][C:20]([O:22][CH3:23])=[O:21])[CH2:17][O:18][C:14]=3[CH:13]=1)[CH2:8][CH2:7]2.Br[C:36]1[C:41]([CH3:42])=[CH:40][C:39]([C:43]2[CH:44]=[N:45][CH:46]=[N:47][CH:48]=2)=[CH:38][C:37]=1[CH3:49].[O-]P([O-])([O-])=O.[K+].[K+].[K+], predict the reaction product. The product is: [CH3:49][C:37]1[CH:38]=[C:39]([C:43]2[CH:48]=[N:47][CH:46]=[N:45][CH:44]=2)[CH:40]=[C:41]([CH3:42])[C:36]=1[C:5]1[CH:4]=[CH:3][C:2]([F:1])=[C:10]2[C:6]=1[CH2:7][CH2:8][C@H:9]2[O:11][C:12]1[CH:25]=[CH:24][C:15]2[C@H:16]([CH2:19][C:20]([O:22][CH3:23])=[O:21])[CH2:17][O:18][C:14]=2[CH:13]=1. (5) Given the reactants C[CH2:2][CH:3]([C:8]([O:10][CH2:11][CH3:12])=[O:9])[C:4]([O:6][CH3:7])=[O:5].[H-].[Na+].F[C:16]1[CH:21]=[CH:20][C:19]([N+:22]([O-:24])=[O:23])=[CH:18][CH:17]=1.[CH3:25]S(C)=O, predict the reaction product. The product is: [CH3:2][C:3]([C:16]1[CH:21]=[CH:20][C:19]([N+:22]([O-:24])=[O:23])=[CH:18][CH:17]=1)([C:4]([O:6][CH2:7][CH3:25])=[O:5])[C:8]([O:10][CH2:11][CH3:12])=[O:9]. (6) Given the reactants [C:1](O[C@H]1[C@H](OC(=O)C)[C@@H](OC(=O)C)[C@H](C2C=C(CC3C=CC(OCC)=CC=3)C(Cl)=CC=2OCC=C)O[C@@H]1COC(=O)C)(=[O:3])[CH3:2].[CH2:45]([C:52]1[C:61]([Cl:62])=[C:60]2[C:55]([CH2:56][CH2:57][CH2:58][O:59]2)=[C:54]([C@H:63]2[C@H:68]([OH:69])[C@@H:67]([OH:70])[C@H:66]([OH:71])[C@@H:65]([CH2:72][OH:73])[O:64]2)[CH:53]=1)[C:46]1[CH:51]=[CH:50][CH:49]=[CH:48][CH:47]=1, predict the reaction product. The product is: [C:58]([O:71][C@H:66]1[C@H:67]([O:70][C:63](=[O:64])[CH3:54])[C@@H:68]([O:69][C:68](=[O:69])[CH3:67])[C@H:63]([C:54]2[CH:53]=[C:52]([CH2:45][C:46]3[CH:47]=[CH:48][CH:49]=[CH:50][CH:51]=3)[C:61]([Cl:62])=[C:60]3[C:55]=2[CH2:56][CH2:57][CH2:58][O:59]3)[O:64][C@@H:65]1[CH2:72][O:73][C:1](=[O:3])[CH3:2])(=[O:59])[CH3:57]. (7) Given the reactants [CH3:1][N:2]1[CH:6]=[C:5]([C:7]2[CH:8]=[C:9]3[C:14](=[CH:15][CH:16]=2)[N:13]([C:17]2[C:21]4[CH2:22][NH:23][CH2:24][CH2:25][C:20]=4[N:19]([CH:26]4[CH2:31][CH2:30][O:29][CH2:28][CH2:27]4)[N:18]=2)[CH2:12][CH2:11][CH2:10]3)[CH:4]=[N:3]1.[C:32](Cl)(=[O:35])[CH2:33][CH3:34].O, predict the reaction product. The product is: [CH3:1][N:2]1[CH:6]=[C:5]([C:7]2[CH:8]=[C:9]3[C:14](=[CH:15][CH:16]=2)[N:13]([C:17]2[C:21]4[CH2:22][N:23]([C:32](=[O:35])[CH2:33][CH3:34])[CH2:24][CH2:25][C:20]=4[N:19]([CH:26]4[CH2:31][CH2:30][O:29][CH2:28][CH2:27]4)[N:18]=2)[CH2:12][CH2:11][CH2:10]3)[CH:4]=[N:3]1. (8) Given the reactants [C:1]1([C:21]2[CH:26]=[CH:25][CH:24]=[CH:23][CH:22]=2)[CH:6]=[CH:5][CH:4]=[C:3]([NH:7][C:8](=[O:20])[CH2:9][CH2:10][CH2:11][CH2:12][CH2:13][NH:14][C:15](=[O:19])[CH2:16][CH2:17]Br)[CH:2]=1.[F:27][C:28]1[CH:33]=[CH:32][C:31]([CH2:34][SH:35])=[CH:30][CH:29]=1.C([O-])([O-])=O.[K+].[K+], predict the reaction product. The product is: [C:1]1([C:21]2[CH:26]=[CH:25][CH:24]=[CH:23][CH:22]=2)[CH:6]=[CH:5][CH:4]=[C:3]([NH:7][C:8](=[O:20])[CH2:9][CH2:10][CH2:11][CH2:12][CH2:13][NH:14][C:15](=[O:19])[CH2:16][CH2:17][S:35][CH2:34][C:31]2[CH:32]=[CH:33][C:28]([F:27])=[CH:29][CH:30]=2)[CH:2]=1. (9) Given the reactants C([Li])CCC.[CH3:6][Si:7]([CH3:18])([CH3:17])[CH2:8][CH2:9][O:10][CH2:11][N:12]1[CH:16]=[CH:15][N:14]=[N:13]1.[CH3:19][Si:20]([CH3:27])([CH3:26])[C:21]#[C:22][C:23](=[O:25])[CH3:24], predict the reaction product. The product is: [CH3:19][Si:20]([CH3:27])([CH3:26])[C:21]#[C:22][C:23]([C:15]1[N:14]=[N:13][N:12]([CH2:11][O:10][CH2:9][CH2:8][Si:7]([CH3:18])([CH3:17])[CH3:6])[CH:16]=1)([OH:25])[CH3:24]. (10) Given the reactants [CH2:1]([N:8]1[CH:16]=[N:15][C:14]2[C:9]1=[N:10][CH:11]=[N:12][C:13]=2I)[C:2]1[CH:7]=[CH:6][CH:5]=[CH:4][CH:3]=1.[CH2:18]([O:20][CH:21]=[CH:22][Sn](CCCC)(CCCC)CCCC)[CH3:19], predict the reaction product. The product is: [CH2:1]([N:8]1[CH:16]=[N:15][C:14]2[C:9]1=[N:10][CH:11]=[N:12][C:13]=2[CH:19]=[CH:18][O:20][CH2:21][CH3:22])[C:2]1[CH:7]=[CH:6][CH:5]=[CH:4][CH:3]=1.